Dataset: Forward reaction prediction with 1.9M reactions from USPTO patents (1976-2016). Task: Predict the product of the given reaction. (1) Given the reactants Cl[C:2]1[CH:7]=[C:6]([N:8]2[CH2:13][CH2:12][O:11][CH2:10][CH2:9]2)[N:5]=[C:4]([N:14]2[CH2:20][C:16]3([CH2:19][O:18][CH2:17]3)[CH2:15]2)[N:3]=1.[NH2:21][C:22]1[N:27]=[CH:26][C:25](B2OC(C)(C)C(C)(C)O2)=[CH:24][N:23]=1, predict the reaction product. The product is: [O:11]1[CH2:12][CH2:13][N:8]([C:6]2[N:5]=[C:4]([N:14]3[CH2:20][C:16]4([CH2:19][O:18][CH2:17]4)[CH2:15]3)[N:3]=[C:2]([C:25]3[CH:24]=[N:23][C:22]([NH2:21])=[N:27][CH:26]=3)[CH:7]=2)[CH2:9][CH2:10]1. (2) Given the reactants [H-].C([Al+]CC(C)C)C(C)C.[F:11][C:12](=[CH:18][C:19]1[CH:24]=[CH:23][C:22]([C:25]2[N:30]=[CH:29][CH:28]=[CH:27][N:26]=2)=[CH:21][CH:20]=1)[C:13](OCC)=[O:14], predict the reaction product. The product is: [F:11][C:12](=[CH:18][C:19]1[CH:20]=[CH:21][C:22]([C:25]2[N:26]=[CH:27][CH:28]=[CH:29][N:30]=2)=[CH:23][CH:24]=1)[CH2:13][OH:14].